From a dataset of Forward reaction prediction with 1.9M reactions from USPTO patents (1976-2016). Predict the product of the given reaction. (1) Given the reactants [CH2:1]([O:8][C:9]1[C:14]([C:15]2[CH:20]=[CH:19][C:18]([CH:21]=[C:22]3[S:26][C:25](=[O:27])[NH:24][C:23]3=[O:28])=[CH:17][CH:16]=2)=[CH:13][C:12]([CH2:29][N:30]([CH3:40])[C:31](=[O:39])[CH2:32][CH2:33][CH2:34][CH2:35][CH2:36][CH2:37][CH3:38])=[CH:11][CH:10]=1)[C:2]1[CH:7]=[CH:6][CH:5]=[CH:4][CH:3]=1.O1CCOCC1.[H][H], predict the reaction product. The product is: [CH2:1]([O:8][C:9]1[C:14]([C:15]2[CH:20]=[CH:19][C:18]([CH2:21][CH:22]3[S:26][C:25](=[O:27])[NH:24][C:23]3=[O:28])=[CH:17][CH:16]=2)=[CH:13][C:12]([CH2:29][N:30]([CH3:40])[C:31](=[O:39])[CH2:32][CH2:33][CH2:34][CH2:35][CH2:36][CH2:37][CH3:38])=[CH:11][CH:10]=1)[C:2]1[CH:7]=[CH:6][CH:5]=[CH:4][CH:3]=1. (2) Given the reactants ClC1C=CC([CH:8]2[C:13]([C:14]3[CH:15]=[CH:16][C:17]4[O:22][CH2:21][C:20](=[O:23])[NH:19][C:18]=4[CH:24]=3)=[N:12][C:11]3[CH:25]=[CH:26][CH:27]=[CH:28][C:10]=3[S:9]2)=CC=1.BrC([CH2:31][C:33]1[CH:43]=[CH:37][CH:36]=[CH:35][CH:34]=1)[C:31]([C:33]1[CH:34]=[CH:35][C:36]2OCC(=O)N[C:37]=2[CH:43]=1)=O, predict the reaction product. The product is: [CH2:31]([CH:8]1[C:13]([C:14]2[CH:15]=[CH:16][C:17]3[O:22][CH2:21][C:20](=[O:23])[NH:19][C:18]=3[CH:24]=2)=[N:12][C:11]2[CH:25]=[CH:26][CH:27]=[CH:28][C:10]=2[S:9]1)[C:33]1[CH:34]=[CH:35][CH:36]=[CH:37][CH:43]=1. (3) Given the reactants Br[C:2]1[CH:3]=[N:4][CH:5]=[CH:6][CH:7]=1.C([Li])CCC.CCCCCC.CON(C)[C:22](=[O:32])[CH2:23][NH:24][C:25](=[O:31])[O:26][C:27]([CH3:30])([CH3:29])[CH3:28], predict the reaction product. The product is: [O:32]=[C:22]([C:2]1[CH:3]=[N:4][CH:5]=[CH:6][CH:7]=1)[CH2:23][NH:24][C:25](=[O:31])[O:26][C:27]([CH3:29])([CH3:28])[CH3:30]. (4) Given the reactants [C:1]([OH:4])(=[O:3])[CH3:2].[CH:5]([OH:7])=[O:6], predict the reaction product. The product is: [C:1]([OH:4])(=[O:3])[CH:2]=[CH2:5].[C:5]([OH:7])(=[O:6])[CH2:1][CH3:2]. (5) Given the reactants [Br:1][C:2]1[CH:7]=[CH:6][C:5]([S:8]([N:11]2[CH2:34][CH2:33][C:14]3([O:19][CH2:18][C:17](=[O:20])[N:16]([C:21]4([CH2:24][O:25][Si](C(C)(C)C)(C)C)[CH2:23][CH2:22]4)[CH2:15]3)[CH2:13][CH2:12]2)(=[O:10])=[O:9])=[CH:4][CH:3]=1.[F-].C([N+](CCCC)(CCCC)CCCC)CCC, predict the reaction product. The product is: [Br:1][C:2]1[CH:3]=[CH:4][C:5]([S:8]([N:11]2[CH2:12][CH2:13][C:14]3([O:19][CH2:18][C:17](=[O:20])[N:16]([C:21]4([CH2:24][OH:25])[CH2:22][CH2:23]4)[CH2:15]3)[CH2:33][CH2:34]2)(=[O:10])=[O:9])=[CH:6][CH:7]=1. (6) Given the reactants [CH2:1]([O:5][C:6]1[CH2:10][CH2:9][C:8](=[O:11])[CH:7]=1)[CH:2]([CH3:4])[CH3:3].[Br:12]N1C(=O)CCC1=O, predict the reaction product. The product is: [Br:12][C:7]1[C:8](=[O:11])[CH2:9][CH2:10][C:6]=1[O:5][CH2:1][CH:2]([CH3:4])[CH3:3].